Task: Predict the reactants needed to synthesize the given product.. Dataset: Full USPTO retrosynthesis dataset with 1.9M reactions from patents (1976-2016) (1) Given the product [Cl:33][C:28]1[CH:27]=[C:26]([C:24]2[N:25]=[C:20]([O:19][C:16]3[CH:15]=[CH:14][C:13]([CH2:12][C:11]([OH:37])=[O:10])=[CH:18][CH:17]=3)[C:21]3[CH2:36][CH2:35][CH2:34][C:22]=3[N:23]=2)[CH:31]=[CH:30][C:29]=1[OH:32], predict the reactants needed to synthesize it. The reactants are: [OH-].[Na+].N1C=CC=NC=1.C[O:10][C:11](=[O:37])[CH2:12][C:13]1[CH:18]=[CH:17][C:16]([O:19][C:20]2[C:21]3[CH2:36][CH2:35][CH2:34][C:22]=3[N:23]=[C:24]([C:26]3[CH:31]=[CH:30][C:29]([OH:32])=[C:28]([Cl:33])[CH:27]=3)[N:25]=2)=[CH:15][CH:14]=1.Cl. (2) Given the product [NH:10]1[CH2:9][CH:8]=[N:7][C:6]2[N:2]([C:12]#[C:11][C:13]3[CH:14]=[C:15]([NH:20][C:21]([NH:23][C:24]4[CH:29]=[CH:28][C:27]([CH2:30][N:31]5[CH2:36][CH2:35][N:34]([CH3:37])[CH2:33][CH2:32]5)=[C:26]([C:38]([F:41])([F:39])[F:40])[CH:25]=4)=[O:22])[CH:16]=[CH:17][C:18]=3[CH3:19])[CH:3]=[CH:4][C:5]1=2, predict the reactants needed to synthesize it. The reactants are: Br[N:2]1[C:6]2[N:7]=[CH:8][CH2:9][NH:10][C:5]=2[CH:4]=[CH:3]1.[C:11]([C:13]1[CH:14]=[C:15]([NH:20][C:21]([NH:23][C:24]2[CH:29]=[CH:28][C:27]([CH2:30][N:31]3[CH2:36][CH2:35][N:34]([CH3:37])[CH2:33][CH2:32]3)=[C:26]([C:38]([F:41])([F:40])[F:39])[CH:25]=2)=[O:22])[CH:16]=[CH:17][C:18]=1[CH3:19])#[CH:12]. (3) Given the product [Cl:20][C:21]1[CH:26]=[C:25]([Cl:27])[CH:24]=[CH:23][C:22]=1[NH:28][C:29]([O:1][CH2:2][C:3]1[CH:4]=[C:5]([CH2:9][CH:10]([O:16][CH:17]([CH3:18])[CH3:19])[C:11]([OH:13])=[O:12])[CH:6]=[CH:7][CH:8]=1)=[O:30], predict the reactants needed to synthesize it. The reactants are: [OH:1][CH2:2][C:3]1[CH:4]=[C:5]([CH2:9][CH:10]([O:16][CH:17]([CH3:19])[CH3:18])[C:11]([O:13]CC)=[O:12])[CH:6]=[CH:7][CH:8]=1.[Cl:20][C:21]1[CH:26]=[C:25]([Cl:27])[CH:24]=[CH:23][C:22]=1[N:28]=[C:29]=[O:30].